This data is from Full USPTO retrosynthesis dataset with 1.9M reactions from patents (1976-2016). The task is: Predict the reactants needed to synthesize the given product. The reactants are: [CH3:1][O:2][C:3](=[O:27])[CH2:4][N:5]1[C:13]2[C:8](=[CH:9][C:10]([F:14])=[CH:11][CH:12]=2)[C:7]([CH2:15][C:16]2[CH:21]=[CH:20][CH:19]=[CH:18][C:17]=2[S:22](O)(=[O:24])=[O:23])=[C:6]1[CH3:26].[Cl:28]CCl.P(Cl)(Cl)(Cl)(Cl)Cl. Given the product [CH3:1][O:2][C:3](=[O:27])[CH2:4][N:5]1[C:13]2[C:8](=[CH:9][C:10]([F:14])=[CH:11][CH:12]=2)[C:7]([CH2:15][C:16]2[CH:21]=[CH:20][CH:19]=[CH:18][C:17]=2[S:22]([Cl:28])(=[O:24])=[O:23])=[C:6]1[CH3:26], predict the reactants needed to synthesize it.